From a dataset of Full USPTO retrosynthesis dataset with 1.9M reactions from patents (1976-2016). Predict the reactants needed to synthesize the given product. (1) Given the product [CH2:12]([C:2]1[CH:3]=[CH:4][C:5]2[S:9][CH:8]=[CH:7][C:6]=2[CH:10]=1)[C:13]1[CH:18]=[CH:17][CH:16]=[CH:15][CH:14]=1, predict the reactants needed to synthesize it. The reactants are: Br[C:2]1[CH:3]=[CH:4][C:5]2[S:9][CH:8]=[CH:7][C:6]=2[CH:10]=1.[Br-].[CH2:12]([Zn+])[C:13]1[CH:18]=[CH:17][CH:16]=[CH:15][CH:14]=1. (2) Given the product [CH3:24][O:23][C:19]1[CH:18]=[C:17]([N:3]2[C:4](=[O:15])[C:5]3[C@@H:6]4[C:11]([CH3:12])([CH3:13])[C@@:9]([CH3:14])([CH2:8][CH2:7]4)[C:10]=3[N:2]2[CH3:1])[CH:22]=[CH:21][CH:20]=1, predict the reactants needed to synthesize it. The reactants are: [CH3:1][N:2]1[C:10]2[C@@:9]3([CH3:14])[C:11]([CH3:13])([CH3:12])[C@H:6]([CH2:7][CH2:8]3)[C:5]=2[C:4](=[O:15])[NH:3]1.I[C:17]1[CH:18]=[C:19]([O:23][CH3:24])[CH:20]=[CH:21][CH:22]=1.N1C=CC=CC=1C(O)=O.C(=O)(O)[O-].[K+].